Predict the product of the given reaction. From a dataset of Forward reaction prediction with 1.9M reactions from USPTO patents (1976-2016). (1) The product is: [CH3:12][CH:11]([CH3:13])[CH2:10][NH:14][C:2]1[CH:9]=[CH:8][CH:7]=[CH:6][C:3]=1[C:4]#[N:5]. Given the reactants F[C:2]1[CH:9]=[CH:8][CH:7]=[CH:6][C:3]=1[C:4]#[N:5].[CH2:10]([NH2:14])[CH:11]([CH3:13])[CH3:12], predict the reaction product. (2) Given the reactants [CH:1]1([C:4]2[CH:5]=[N:6][C:7]([NH:17][C:18]3[CH:26]=[CH:25][CH:24]=[C:23]4[C:19]=3[CH:20]=[CH:21][N:22]4[CH2:27][CH:28]3[CH2:32][CH2:31][O:30][CH2:29]3)=[C:8]([CH:16]=2)[C:9]([O:11]C(C)(C)C)=[O:10])[CH2:3][CH2:2]1, predict the reaction product. The product is: [CH:1]1([C:4]2[CH:5]=[N:6][C:7]([NH:17][C:18]3[CH:26]=[CH:25][CH:24]=[C:23]4[C:19]=3[CH:20]=[CH:21][N:22]4[CH2:27][CH:28]3[CH2:32][CH2:31][O:30][CH2:29]3)=[C:8]([CH:16]=2)[C:9]([OH:11])=[O:10])[CH2:2][CH2:3]1. (3) Given the reactants [F:1][C:2]([F:28])([F:27])[CH2:3][O:4][C:5]([N:7]1[CH2:13][C@H:12]([NH:14]C(OC(C)(C)C)=O)[C:11](=[O:22])[NH:10][C:9]2[CH:23]=[CH:24][CH:25]=[CH:26][C:8]1=2)=[O:6].[ClH:29], predict the reaction product. The product is: [ClH:29].[F:28][C:2]([F:1])([F:27])[CH2:3][O:4][C:5]([N:7]1[CH2:13][C@H:12]([NH2:14])[C:11](=[O:22])[NH:10][C:9]2[CH:23]=[CH:24][CH:25]=[CH:26][C:8]1=2)=[O:6]. (4) Given the reactants [NH:1]1[C:11]2[C:6](=[CH:7][CH:8]=[CH:9][CH:10]=2)[C:4](=[O:5])[C:2]1=[O:3].[H-].[Na+].[Cl:14][C:15]1[S:16][C:17]([CH2:20]Cl)=[CH:18][CH:19]=1, predict the reaction product. The product is: [Cl:14][C:15]1[S:16][C:17]([CH2:20][N:1]2[C:11]3[C:6](=[CH:7][CH:8]=[CH:9][CH:10]=3)[C:4](=[O:5])[C:2]2=[O:3])=[CH:18][CH:19]=1. (5) Given the reactants [CH2:1]([O:3][C:4]1[CH:5]=[C:6]([C:16](=O)[CH3:17])[CH:7]=[N:8][C:9]=1[O:10][CH2:11][C:12]([F:15])([F:14])[F:13])[CH3:2].[CH3:19][C:20]([S@:23]([NH2:25])=[O:24])([CH3:22])[CH3:21], predict the reaction product. The product is: [CH2:1]([O:3][C:4]1[CH:5]=[C:6]([CH:16]([NH:25][S@@:23]([C:20]([CH3:22])([CH3:21])[CH3:19])=[O:24])[CH3:17])[CH:7]=[N:8][C:9]=1[O:10][CH2:11][C:12]([F:15])([F:14])[F:13])[CH3:2].